Dataset: CYP3A4 inhibition data for predicting drug metabolism from PubChem BioAssay. Task: Regression/Classification. Given a drug SMILES string, predict its absorption, distribution, metabolism, or excretion properties. Task type varies by dataset: regression for continuous measurements (e.g., permeability, clearance, half-life) or binary classification for categorical outcomes (e.g., BBB penetration, CYP inhibition). Dataset: cyp3a4_veith. (1) The molecule is CC[N+](C)(CC)CC(=O)Nc1c(C)cccc1C. The result is 0 (non-inhibitor). (2) The drug is CC(=O)c1c(N2CCC(C(N)=O)CC2)nc(=S)n(-c2ccccc2)c1C. The result is 0 (non-inhibitor). (3) The drug is CC(C)(C)OC(=O)NCCc1nnc(SCC(=O)Nc2cccc(Cl)c2)o1. The result is 1 (inhibitor). (4) The molecule is Cn1c(=O)c2c(ncn2CC(COCc2ccccc2Cl)OCc2ccccc2Cl)n(C)c1=O. The result is 1 (inhibitor). (5) The drug is CO[C@H]1COC(=O)[C@H]2CCCN2C(=O)[C@@H](C)COC(=O)C/C=C\[C@@H]1C. The result is 0 (non-inhibitor).